From a dataset of Forward reaction prediction with 1.9M reactions from USPTO patents (1976-2016). Predict the product of the given reaction. (1) Given the reactants Cl[C:2]1[CH:7]=[CH:6][N:5]=[CH:4][C:3]=1[C:8]([F:11])([F:10])[F:9].[N:12]1([C:18]([O:20][C:21]([CH3:24])([CH3:23])[CH3:22])=[O:19])[CH2:17][CH2:16][NH:15][CH2:14][CH2:13]1, predict the reaction product. The product is: [C:21]([O:20][C:18]([N:12]1[CH2:17][CH2:16][N:15]([C:2]2[CH:7]=[CH:6][N:5]=[CH:4][C:3]=2[C:8]([F:11])([F:10])[F:9])[CH2:14][CH2:13]1)=[O:19])([CH3:24])([CH3:22])[CH3:23]. (2) Given the reactants C[O:2][C:3](=[O:23])[C@@H:4]([O:13][CH2:14][C:15]([N:17]1[CH2:22][CH2:21][O:20][CH2:19][CH2:18]1)=[O:16])[CH2:5][CH2:6][C:7]1[CH:12]=[CH:11][CH:10]=[CH:9][CH:8]=1.O.[OH-].[Li+], predict the reaction product. The product is: [N:17]1([C:15](=[O:16])[CH2:14][O:13][C@@H:4]([CH2:5][CH2:6][C:7]2[CH:8]=[CH:9][CH:10]=[CH:11][CH:12]=2)[C:3]([OH:23])=[O:2])[CH2:22][CH2:21][O:20][CH2:19][CH2:18]1. (3) Given the reactants [F:1][C:2]1([F:23])[C:7]([F:9])([F:8])[C:6]2([CH2:12][CH2:13][CH3:14])[CH2:10][CH2:11][C:3]1([O:15]C(CCCCC)=O)[CH2:4][CH2:5]2.[OH-].[K+].O.Cl, predict the reaction product. The product is: [F:1][C:2]1([F:23])[C:7]([F:9])([F:8])[C:6]2([CH2:12][CH2:13][CH3:14])[CH2:5][CH2:4][C:3]1([OH:15])[CH2:11][CH2:10]2. (4) Given the reactants [NH2:1][CH2:2][C:3]1[CH:8]=[CH:7][CH:6]=[CH:5][N:4]=1.[CH:9](O)=[O:10], predict the reaction product. The product is: [N:4]1[CH:5]=[CH:6][CH:7]=[CH:8][C:3]=1[CH2:2][NH:1][CH:9]=[O:10]. (5) Given the reactants [N:1]1[N:2]([C:10]2[CH:15]=[C:14]([CH3:16])[CH:13]=[C:12]([CH2:17]Cl)[C:11]=2[OH:19])[N:3]=[C:4]2[CH:9]=[CH:8][CH:7]=[CH:6][C:5]=12.[CH2:20]([CH:22]([CH2:25][CH2:26][CH2:27][CH3:28])[CH2:23][OH:24])[CH3:21].[I-].[K+], predict the reaction product. The product is: [N:1]1[N:2]([C:10]2[CH:15]=[C:14]([CH3:16])[CH:13]=[C:12]([CH2:17][O:24][CH2:23][CH:22]([CH2:20][CH3:21])[CH2:25][CH2:26][CH2:27][CH3:28])[C:11]=2[OH:19])[N:3]=[C:4]2[CH:9]=[CH:8][CH:7]=[CH:6][C:5]=12. (6) Given the reactants [CH:1]1([C:4]2[N:5]=[CH:6][C:7]([O:10][C@H:11]3[CH2:19][N:14]4[CH2:15][CH2:16][NH:17][CH2:18][C@@H:13]4[CH2:12]3)=[N:8][CH:9]=2)[CH2:3][CH2:2]1.[OH:20][CH:21]([C:25]1[CH:30]=[CH:29][CH:28]=[C:27]([C:31]([F:34])([F:33])[F:32])[CH:26]=1)[C:22](O)=[O:23].F[P-](F)(F)(F)(F)F.N1(OC(N(C)C)=[N+](C)C)C2N=CC=CC=2N=N1.CN1CCOCC1, predict the reaction product. The product is: [CH:1]1([C:4]2[N:5]=[CH:6][C:7]([O:10][C@H:11]3[CH2:19][N:14]4[CH2:15][CH2:16][N:17]([C:22](=[O:23])[CH:21]([OH:20])[C:25]5[CH:30]=[CH:29][CH:28]=[C:27]([C:31]([F:32])([F:33])[F:34])[CH:26]=5)[CH2:18][C@@H:13]4[CH2:12]3)=[N:8][CH:9]=2)[CH2:3][CH2:2]1. (7) Given the reactants C([O:3][C:4]([C:6]1[CH:7]=[C:8]2[C:13](=[CH:14][CH:15]=1)[NH:12][CH:11]([C:16]1[CH:21]=[C:20]([N:22]3[CH2:26][CH2:25][CH2:24][CH2:23]3)[CH:19]=[C:18]([F:27])[CH:17]=1)[C:10]([CH3:29])([CH3:28])[CH2:9]2)=[O:5])C.O.[OH-].[Li+].O.Cl, predict the reaction product. The product is: [F:27][C:18]1[CH:17]=[C:16]([CH:11]2[C:10]([CH3:28])([CH3:29])[CH2:9][C:8]3[C:13](=[CH:14][CH:15]=[C:6]([C:4]([OH:5])=[O:3])[CH:7]=3)[NH:12]2)[CH:21]=[C:20]([N:22]2[CH2:26][CH2:25][CH2:24][CH2:23]2)[CH:19]=1.